From a dataset of Orexin1 receptor HTS with 218,158 compounds and 233 confirmed actives. Binary Classification. Given a drug SMILES string, predict its activity (active/inactive) in a high-throughput screening assay against a specified biological target. (1) The molecule is s1c(C(=O)N2CCN(CC2)c2ccc(F)cc2)c(c2c1ncn(c2=O)CC(=O)NCCC)C. The result is 0 (inactive). (2) The drug is OC1(CC(=O)C(C)(C)C)c2c(N(C1=O)Cc1ccccc1)cccc2. The result is 0 (inactive). (3) The drug is S(=O)(=O)(N1CCC(=CC1)C(=O)NCc1ccccc1)c1ccc(cc1)C. The result is 0 (inactive). (4) The drug is S1\C(=C2\c3c(NC2=O)cccc3)C(=O)N(c2c(n(n(c2=O)c2ccccc2)C)C)C1=O. The result is 0 (inactive). (5) The molecule is S(=O)(=O)(Nc1ccc(c2nnc(N3CCCC3)cc2)cc1)c1c([N+]([O-])=O)cccc1. The result is 0 (inactive). (6) The molecule is O1C(CCC1)CNc1c([N+]([O-])=O)cc(cc1)C(=O)Nc1ccccc1. The result is 0 (inactive). (7) The compound is Clc1c(n(nc1)C)C(=O)Nc1c(cc(OC)cc1)C. The result is 0 (inactive).